From a dataset of Forward reaction prediction with 1.9M reactions from USPTO patents (1976-2016). Predict the product of the given reaction. (1) Given the reactants [NH2:1][C:2](=[O:30])[C@@H:3]([NH:7][C:8](=[O:29])[CH2:9][N:10]1[CH2:13][C:12]2([CH2:17][CH2:16][CH2:15][N:14]2[C:18](OCC2C=CC=CC=2)=[O:19])[C:11]1=[O:28])[C@H:4]([OH:6])[CH3:5].[C:31](OC(=O)C)(=O)C, predict the reaction product. The product is: [C:18]([N:14]1[CH2:15][CH2:16][CH2:17][C:12]21[C:11](=[O:28])[N:10]([CH2:9][C:8]([NH:7][C@@H:3]([C@H:4]([OH:6])[CH3:5])[C:2]([NH2:1])=[O:30])=[O:29])[CH2:13]2)(=[O:19])[CH3:31]. (2) Given the reactants [C:1](/[C:3](=[C:9](\[C:13]1[CH:18]=[CH:17][C:16]([O:19][CH2:20][O:21][CH3:22])=[CH:15][CH:14]=1)/[CH:10]([CH3:12])[CH3:11])/[C:4]([O:6]CC)=[O:5])#[N:2].[OH-].[Li+], predict the reaction product. The product is: [C:1](/[C:3](=[C:9](\[C:13]1[CH:14]=[CH:15][C:16]([O:19][CH2:20][O:21][CH3:22])=[CH:17][CH:18]=1)/[CH:10]([CH3:12])[CH3:11])/[C:4]([OH:6])=[O:5])#[N:2]. (3) Given the reactants [C:1]([O:5][C:6]([N:8]1[CH2:15][CH2:14][CH2:13][C@H:9]1[C:10](O)=[O:11])=[O:7])([CH3:4])([CH3:3])[CH3:2].Cl.[CH3:17][N:18](C)[CH2:19]CCN=C=NCC.Cl.CNC.C(Cl)Cl, predict the reaction product. The product is: [C:1]([O:5][C:6]([N:8]1[CH2:15][CH2:14][CH2:13][C@H:9]1[C:10]([N:18]([CH3:19])[CH3:17])=[O:11])=[O:7])([CH3:4])([CH3:3])[CH3:2]. (4) Given the reactants [O-]CC.[K+].[C:5]([O:14][CH2:15][CH3:16])(=[O:13])[CH2:6][CH2:7][C:8]([O:10][CH2:11][CH3:12])=[O:9].[CH3:17][C:18]([CH3:20])=O.C(Br)C, predict the reaction product. The product is: [C:18](=[C:6]([CH2:7][C:8]([O:10][CH2:11][CH3:12])=[O:9])[C:5]([O:14][CH2:15][CH3:16])=[O:13])([CH3:20])[CH3:17]. (5) Given the reactants C1(C([NH:6][C:7]2[CH:8]=[C:9]3[C:14](=[CH:15][CH:16]=2)[N:13]=[CH:12][CH:11]=[C:10]3[S:17][C:18]2([C:22]([OH:24])=[O:23])[CH2:21][CH2:20][CH2:19]2)=O)CC1, predict the reaction product. The product is: [NH2:6][C:7]1[CH:8]=[C:9]2[C:14](=[CH:15][CH:16]=1)[N:13]=[CH:12][CH:11]=[C:10]2[S:17][C:18]1([C:22]([OH:24])=[O:23])[CH2:19][CH2:20][CH2:21]1. (6) Given the reactants [C:1]1([CH3:28])[CH:6]=[CH:5][C:4]([C:7]2[N:8]=[CH:9][N:10]([C:12]3[C:13]4[N:14]([CH:25]=[CH:26][N:27]=4)[CH:15]=[C:16]([C:18]4[CH:19]=[C:20]([NH2:24])[CH:21]=[CH:22][CH:23]=4)[N:17]=3)[CH:11]=2)=[CH:3][CH:2]=1.[N:29]([C:32]1[CH:37]=[CH:36][CH:35]=[CH:34][C:33]=1[CH3:38])=[C:30]=[O:31].CN(C=O)C, predict the reaction product. The product is: [C:33]1([CH3:38])[CH:34]=[CH:35][CH:36]=[CH:37][C:32]=1[NH:29][C:30]([NH:24][C:20]1[CH:21]=[CH:22][CH:23]=[C:18]([C:16]2[N:17]=[C:12]([N:10]3[CH:11]=[C:7]([C:4]4[CH:3]=[CH:2][C:1]([CH3:28])=[CH:6][CH:5]=4)[N:8]=[CH:9]3)[C:13]3[N:14]([CH:25]=[CH:26][N:27]=3)[CH:15]=2)[CH:19]=1)=[O:31]. (7) The product is: [C:19]1([S:1][C:2]2[S:3][C:4]3[CH:10]=[CH:9][CH:8]=[CH:7][C:5]=3[N:6]=2)[CH:24]=[CH:23][CH:22]=[CH:21][CH:20]=1. Given the reactants [SH:1][C:2]1[S:3][C:4]2[CH:10]=[CH:9][CH:8]=[CH:7][C:5]=2[N:6]=1.C1C(=O)N(Cl)C(=O)C1.[C:19]1([Zn]Br)[CH:24]=[CH:23][CH:22]=[CH:21][CH:20]=1, predict the reaction product. (8) Given the reactants [NH2:1][C:2]1[CH:7]=[C:6]([Cl:8])[CH:5]=[CH:4][C:3]=1[SH:9].Br[CH2:11][C:12]1[CH:17]=[CH:16][CH:15]=[C:14]([N+:18]([O-])=O)[CH:13]=1.[C:21]1([S:27](Cl)(=[O:29])=[O:28])[CH:26]=[CH:25][CH:24]=[CH:23][CH:22]=1, predict the reaction product. The product is: [NH2:18][C:14]1[CH:13]=[C:12]([CH:17]=[CH:16][CH:15]=1)[CH2:11][S:9][C:3]1[CH:4]=[CH:5][C:6]([Cl:8])=[CH:7][C:2]=1[NH:1][S:27]([C:21]1[CH:26]=[CH:25][CH:24]=[CH:23][CH:22]=1)(=[O:29])=[O:28]. (9) The product is: [CH3:19][O:20][C:21]1[CH:27]=[CH:26][C:24]([NH:25][C:8](=[N:9][C:10]#[N:11])[O:12][C:13]2[CH:14]=[CH:15][CH:16]=[CH:17][CH:18]=2)=[CH:23][CH:22]=1. Given the reactants C1C=CC(O[C:8]([O:12][C:13]2[CH:18]=[CH:17][CH:16]=[CH:15][CH:14]=2)=[N:9][C:10]#[N:11])=CC=1.[CH3:19][O:20][C:21]1[CH:27]=[CH:26][C:24]([NH2:25])=[CH:23][CH:22]=1, predict the reaction product.